The task is: Predict which catalyst facilitates the given reaction.. This data is from Catalyst prediction with 721,799 reactions and 888 catalyst types from USPTO. Reactant: [CH:1]1[C:11]2[C:10]3=[CH:12][C:13]4[CH:14]=[CH:15][C:16]([C:19]([O:21]C)=[O:20])=[CH:17][C:18]=4[N:9]3[CH2:8][CH:7]=[CH:6][C:5]=2[CH:4]=[CH:3][CH:2]=1.N1(C(=O)C)CCNCC1.C(N(CC)CC)C.CN(C(ON1N=NC2C=CC=NC1=2)=[N+](C)C)C.F[P-](F)(F)(F)(F)F. Product: [CH:1]1[C:11]2[C:10]3=[CH:12][C:13]4[CH:14]=[CH:15][C:16]([C:19]([OH:21])=[O:20])=[CH:17][C:18]=4[N:9]3[CH2:8][CH:7]=[CH:6][C:5]=2[CH:4]=[CH:3][CH:2]=1.[CH:1]1[C:11]2[C:10]3=[CH:12][C:13]4[CH:14]=[CH:15][C:16]([C:19]([OH:21])=[O:20])=[CH:17][C:18]=4[N:9]3[CH:8]=[CH:7][CH2:6][C:5]=2[CH:4]=[CH:3][CH:2]=1. The catalyst class is: 18.